Dataset: Reaction yield outcomes from USPTO patents with 853,638 reactions. Task: Predict the reaction yield, written as a fraction of the theoretical maximum amount of product (1.0 means a 100% yield; for example, 0.34 means a 34% yield). (1) The reactants are [O:1]=[C:2]1[O:6][N:5]=[C:4]([C:7]2[CH:12]=[CH:11][CH:10]=[CH:9][C:8]=2[C:13]2[CH:18]=[CH:17][C:16]([CH2:19][C:20]3[C:21](=[O:46])[N:22]([C@H:32]4[CH2:37][CH2:36][C@H:35]([O:38][CH2:39][CH:40]([OH:45])[C:41]([F:44])([F:43])[F:42])[CH2:34][CH2:33]4)[C:23]4[N:24]([N:29]=[CH:30][CH:31]=4)[C:25]=3[CH2:26][CH2:27][CH3:28])=[CH:15][CH:14]=2)[NH:3]1.CC(OI1(OC(C)=O)(OC(C)=O)OC(=O)C2C1=CC=CC=2)=O.C(OCC)(=O)C.S([O-])([O-])(=O)=S.[Na+].[Na+]. The catalyst is C(Cl)Cl.O. The product is [O:1]=[C:2]1[O:6][N:5]=[C:4]([C:7]2[CH:12]=[CH:11][CH:10]=[CH:9][C:8]=2[C:13]2[CH:14]=[CH:15][C:16]([CH2:19][C:20]3[C:21](=[O:46])[N:22]([C@H:32]4[CH2:33][CH2:34][C@H:35]([O:38][CH2:39][C:40](=[O:45])[C:41]([F:42])([F:44])[F:43])[CH2:36][CH2:37]4)[C:23]4[N:24]([N:29]=[CH:30][CH:31]=4)[C:25]=3[CH2:26][CH2:27][CH3:28])=[CH:17][CH:18]=2)[NH:3]1. The yield is 0.730. (2) The reactants are [CH:1](=[N:3][OH:4])[CH3:2].[CH3:5][CH:6]([OH:9])[C:7]#[CH:8].CCN(CC)CC.[O-]Cl.[Na+]. The catalyst is C(Cl)Cl. The product is [CH3:2][C:1]1[CH:8]=[C:7]([CH:6]([OH:9])[CH3:5])[O:4][N:3]=1. The yield is 0.200. (3) The reactants are [CH3:1][C:2]([CH3:23])([CH2:20][CH2:21][CH3:22])[CH2:3][CH2:4][C:5]([N:7]1[CH:11]([CH3:12])[CH:10]([C:13]2[CH:18]=[CH:17][CH:16]=[CH:15][CH:14]=2)[O:9][C:8]1=[O:19])=[O:6].C[Si]([N-][Si](C)(C)C)(C)C.[Na+].[C:34]([O:38][C:39](=[O:42])[CH2:40]Br)([CH3:37])([CH3:36])[CH3:35]. No catalyst specified. The product is [C:34]([O:38][C:39](=[O:42])[CH2:40][C@@H:4]([C:5]([N:7]1[C@@H:11]([CH3:12])[C@@H:10]([C:13]2[CH:14]=[CH:15][CH:16]=[CH:17][CH:18]=2)[O:9][C:8]1=[O:19])=[O:6])[CH2:3][C:2]([CH3:1])([CH3:23])[CH2:20][CH2:21][CH3:22])([CH3:37])([CH3:36])[CH3:35]. The yield is 0.493.